From a dataset of Peptide-MHC class II binding affinity with 134,281 pairs from IEDB. Regression. Given a peptide amino acid sequence and an MHC pseudo amino acid sequence, predict their binding affinity value. This is MHC class II binding data. (1) The MHC is DRB1_0401 with pseudo-sequence DRB1_0401. The peptide sequence is AFKVAATAANAATAN. The binding affinity (normalized) is 0.809. (2) The peptide sequence is VVVHITDDNEEPI. The MHC is DRB1_0301 with pseudo-sequence DRB1_0301. The binding affinity (normalized) is 0.508. (3) The peptide sequence is PEEIKQLQQFQKEDA. The MHC is DRB5_0101 with pseudo-sequence DRB5_0101. The binding affinity (normalized) is 0.398. (4) The peptide sequence is TLGSTSADEVQRMMA. The MHC is DRB1_0802 with pseudo-sequence DRB1_0802. The binding affinity (normalized) is 0.351.